Predict the reactants needed to synthesize the given product. From a dataset of Full USPTO retrosynthesis dataset with 1.9M reactions from patents (1976-2016). Given the product [CH2:1]([N:8]1[C:12]2[CH:13]=[CH:14][C:15]3[N:16]([C:17]([CH3:20])=[N:18][N:19]=3)[C:11]=2[CH:10]=[C:9]1[C:21]1[CH:22]=[CH:23][N:24]([CH2:28][CH2:29][N:30]2[CH2:35][CH2:34][O:33][CH2:32][CH2:31]2)[N:25]=1)[C:2]1[CH:3]=[CH:4][CH:5]=[CH:6][CH:7]=1, predict the reactants needed to synthesize it. The reactants are: [CH2:1]([N:8]1[C:12]2[CH:13]=[CH:14][C:15]3[N:16]([C:17]([CH3:20])=[N:18][N:19]=3)[C:11]=2[CH:10]=[C:9]1[C:21]1[NH:25][N:24]=[CH:23][CH:22]=1)[C:2]1[CH:7]=[CH:6][CH:5]=[CH:4][CH:3]=1.Cl.Cl[CH2:28][CH2:29][N:30]1[CH2:35][CH2:34][O:33][CH2:32][CH2:31]1.C([O-])([O-])=O.[Cs+].[Cs+].